Dataset: Forward reaction prediction with 1.9M reactions from USPTO patents (1976-2016). Task: Predict the product of the given reaction. (1) Given the reactants [CH2:1]([N:6]1[C:10](=[O:11])[CH:9]([CH2:12][C:13]([O:15][CH2:16][CH3:17])=[O:14])[S:8][CH:7]1[C:18]1[CH:23]=[CH:22][CH:21]=[CH:20][CH:19]=1)[CH2:2][CH:3]([CH3:5])[CH3:4].[Li+].[CH3:25][Si]([N-][Si](C)(C)C)(C)C.Cl, predict the reaction product. The product is: [CH2:1]([N:6]1[C:10](=[O:11])[CH:9]([CH:12]([CH3:25])[C:13]([O:15][CH2:16][CH3:17])=[O:14])[S:8][CH:7]1[C:18]1[CH:23]=[CH:22][CH:21]=[CH:20][CH:19]=1)[CH2:2][CH:3]([CH3:5])[CH3:4]. (2) Given the reactants [N:1]1([C:5]2[CH:10]=[CH:9][CH:8]=[C:7](Cl)[N:6]=2)[CH2:4][CH2:3][CH2:2]1.[O:12]([C:14]1[CH:21]=[CH:20][C:17]([CH2:18][NH2:19])=[CH:16][CH:15]=1)[CH3:13].C1C=CC(P(C2C(C3C(P(C4C=CC=CC=4)C4C=CC=CC=4)=CC=C4C=3C=CC=C4)=C3C(C=CC=C3)=CC=2)C2C=CC=CC=2)=CC=1.C(O[Na])(C)(C)C, predict the reaction product. The product is: [N:1]1([C:5]2[N:6]=[C:7]([NH:19][CH2:18][C:17]3[CH:20]=[CH:21][C:14]([O:12][CH3:13])=[CH:15][CH:16]=3)[CH:8]=[CH:9][CH:10]=2)[CH2:4][CH2:3][CH2:2]1.